From a dataset of Peptide-MHC class I binding affinity with 185,985 pairs from IEDB/IMGT. Regression. Given a peptide amino acid sequence and an MHC pseudo amino acid sequence, predict their binding affinity value. This is MHC class I binding data. The peptide sequence is RQGLERALL. The MHC is HLA-A68:02 with pseudo-sequence HLA-A68:02. The binding affinity (normalized) is 0.